Dataset: Full USPTO retrosynthesis dataset with 1.9M reactions from patents (1976-2016). Task: Predict the reactants needed to synthesize the given product. (1) The reactants are: [C:1]([C:3]1[CH:8]=[CH:7][C:6]([NH:9][C:10](=[O:28])[C:11]([CH:22]2[CH2:27][CH2:26][CH2:25][CH2:24][CH2:23]2)([OH:21])[CH2:12][C:13]2[CH:18]=[CH:17][CH:16]=[C:15]([O:19]C)[CH:14]=2)=[CH:5][C:4]=1[C:29]([F:32])([F:31])[F:30])#[N:2].BrB(Br)Br. Given the product [C:1]([C:3]1[CH:8]=[CH:7][C:6]([NH:9][C:10](=[O:28])[C:11]([CH:22]2[CH2:27][CH2:26][CH2:25][CH2:24][CH2:23]2)([OH:21])[CH2:12][C:13]2[CH:18]=[CH:17][CH:16]=[C:15]([OH:19])[CH:14]=2)=[CH:5][C:4]=1[C:29]([F:30])([F:31])[F:32])#[N:2], predict the reactants needed to synthesize it. (2) Given the product [NH2:9][C:8]1[CH:7]=[CH:6][C:5]([CH:12]2[CH2:13][CH2:14][N:15]([C:18]([O:20][C:21]([CH3:22])([CH3:23])[CH3:24])=[O:19])[CH2:16][CH2:17]2)=[CH:4][C:3]=1[O:2][CH3:1], predict the reactants needed to synthesize it. The reactants are: [CH3:1][O:2][C:3]1[CH:4]=[C:5]([C:12]2[CH2:17][CH2:16][N:15]([C:18]([O:20][C:21]([CH3:24])([CH3:23])[CH3:22])=[O:19])[CH2:14][CH:13]=2)[CH:6]=[CH:7][C:8]=1[N+:9]([O-])=O.C(OCC)(=O)C. (3) Given the product [CH:16]([N:13]1[CH2:14][CH2:15][N:10]([C:8]2[S:9][C:5]3[CH:4]=[CH:3][C:2]([CH:28]=[O:29])=[CH:19][C:6]=3[N:7]=2)[CH2:11][CH2:12]1)([CH3:18])[CH3:17], predict the reactants needed to synthesize it. The reactants are: Br[C:2]1[CH:3]=[CH:4][C:5]2[S:9][C:8]([N:10]3[CH2:15][CH2:14][N:13]([CH:16]([CH3:18])[CH3:17])[CH2:12][CH2:11]3)=[N:7][C:6]=2[CH:19]=1.[Li]CCCC.CN([CH:28]=[O:29])C. (4) Given the product [Br:14][C:15]1[CH:16]=[C:17]([C:18]([C:20]2[NH:24][CH:23]=[CH:22][N:21]=2)([C:3]2[CH:8]=[CH:7][C:6]([O:9][C:10]([F:13])([F:12])[F:11])=[CH:5][CH:4]=2)[OH:19])[CH:25]=[CH:26][CH:27]=1, predict the reactants needed to synthesize it. The reactants are: [Mg].Br[C:3]1[CH:8]=[CH:7][C:6]([O:9][C:10]([F:13])([F:12])[F:11])=[CH:5][CH:4]=1.[Br:14][C:15]1[CH:16]=[C:17]([CH:25]=[CH:26][CH:27]=1)[C:18]([C:20]1[NH:21][CH:22]=[CH:23][N:24]=1)=[O:19]. (5) Given the product [N:16]1([C:19]([O:21][C:22]([CH3:25])([CH3:24])[CH3:23])=[O:20])[CH2:17][CH2:18][C:13]2([C:9]3=[N:10][CH:11]=[CH:12][N:8]3[C:3]3[CH:4]=[CH:5][CH:6]=[CH:7][C:2]=3[O:26]2)[CH2:14][CH2:15]1, predict the reactants needed to synthesize it. The reactants are: F[C:2]1[CH:7]=[CH:6][CH:5]=[CH:4][C:3]=1[N:8]1[CH:12]=[CH:11][N:10]=[C:9]1[C:13]1([OH:26])[CH2:18][CH2:17][N:16]([C:19]([O:21][C:22]([CH3:25])([CH3:24])[CH3:23])=[O:20])[CH2:15][CH2:14]1.C([O-])([O-])=O.[K+].[K+]. (6) Given the product [Br:2][C:3]#[C:52][C:49]1([CH2:48][O:47][Si:30]([C:43]([CH3:45])([CH3:46])[CH3:44])([C:31]2[CH:36]=[CH:35][CH:34]=[CH:33][CH:32]=2)[C:37]2[CH:38]=[CH:39][CH:40]=[CH:41][CH:42]=2)[CH2:51][CH2:50]1, predict the reactants needed to synthesize it. The reactants are: [Br-].[Br:2][CH:3]([P+](C1C=CC=CC=1)(C1C=CC=CC=1)C1C=CC=CC=1)Br.C(O[K])(C)(C)C.[Si:30]([O:47][CH2:48][C:49]1([CH:52]=O)[CH2:51][CH2:50]1)([C:43]([CH3:46])([CH3:45])[CH3:44])([C:37]1[CH:42]=[CH:41][CH:40]=[CH:39][CH:38]=1)[C:31]1[CH:36]=[CH:35][CH:34]=[CH:33][CH:32]=1. (7) Given the product [CH2:1]([O:3][C:4](=[O:23])[CH2:5][N:6]1[CH:14]=[N:13][C:12]2[C:7]1=[N:8][C:9]([N:24]1[CH2:29][CH2:28][O:27][CH2:26][CH2:25]1)=[N:10][C:11]=2[C:15]1[CH:20]=[CH:19][CH:18]=[C:17]([OH:21])[CH:16]=1)[CH3:2], predict the reactants needed to synthesize it. The reactants are: [CH2:1]([O:3][C:4](=[O:23])[CH2:5][N:6]1[CH:14]=[N:13][C:12]2[C:7]1=[N:8][C:9](Cl)=[N:10][C:11]=2[C:15]1[CH:20]=[CH:19][CH:18]=[C:17]([OH:21])[CH:16]=1)[CH3:2].[NH:24]1[CH2:29][CH2:28][O:27][CH2:26][CH2:25]1.